From a dataset of Forward reaction prediction with 1.9M reactions from USPTO patents (1976-2016). Predict the product of the given reaction. The product is: [Cl:1][C:2]1[CH:3]=[CH:4][C:5]([S:8]([N:11]([CH2:19][C:20]2[CH:29]=[CH:28][C:23]([C:24]([O:26][CH3:27])=[O:25])=[CH:22][CH:21]=2)[CH:12]2[CH2:17][CH2:16][O:15][CH2:14][CH2:13]2)(=[O:10])=[O:9])=[CH:6][CH:7]=1. Given the reactants [Cl:1][C:2]1[CH:7]=[CH:6][C:5]([S:8]([NH:11][CH:12]2[CH2:17][CH2:16][O:15][CH2:14][CH2:13]2)(=[O:10])=[O:9])=[CH:4][CH:3]=1.O[CH2:19][C:20]1[CH:29]=[CH:28][C:23]([C:24]([O:26][CH3:27])=[O:25])=[CH:22][CH:21]=1.C1(P(C2C=CC=CC=2)C2C=CC=CC=2)C=CC=CC=1.CC(OC(/N=N/C(OC(C)C)=O)=O)C, predict the reaction product.